This data is from Forward reaction prediction with 1.9M reactions from USPTO patents (1976-2016). The task is: Predict the product of the given reaction. (1) Given the reactants [F:1][C:2]1[CH:10]=[CH:9][CH:8]=[C:7]2[C:3]=1[C:4]([I:11])=[N:5][NH:6]2.[H-].[Na+].[Cl:14][C:15]1[CH:23]=[CH:22][CH:21]=[C:20]([CH:24]2[CH2:26][CH2:25]2)[C:16]=1[C:17](Cl)=[O:18], predict the reaction product. The product is: [Cl:14][C:15]1[CH:23]=[CH:22][CH:21]=[C:20]([CH:24]2[CH2:25][CH2:26]2)[C:16]=1[C:17]([N:6]1[C:7]2[C:3](=[C:2]([F:1])[CH:10]=[CH:9][CH:8]=2)[C:4]([I:11])=[N:5]1)=[O:18]. (2) Given the reactants C1(P(C2C=CC=CC=2)C2C=CC=CC=2)C=CC=CC=1.O1CCOCC1.Br[C:27]1[N:35]2[C:30]([CH:31]=[N:32][C:33]([NH:36][C:37]3[CH:42]=[CH:41][C:40]([CH:43]4[CH2:48][CH2:47][N:46]([CH2:49][C:50]([NH2:52])=[O:51])[CH2:45][CH2:44]4)=[CH:39][CH:38]=3)=[N:34]2)=[CH:29][CH:28]=1.[CH3:53][N:54]([CH3:71])[CH2:55][C:56]1[CH:61]=[CH:60][C:59](B2OC(C)(C)C(C)(C)O2)=[CH:58][CH:57]=1.Cl.C(=O)([O-])[O-].[Na+].[Na+].O.O1CCCC1, predict the reaction product. The product is: [CH3:53][N:54]([CH2:55][C:56]1[CH:61]=[CH:60][C:59]([C:27]2[N:35]3[C:30]([CH:31]=[N:32][C:33]([NH:36][C:37]4[CH:42]=[CH:41][C:40]([CH:43]5[CH2:48][CH2:47][N:46]([CH2:49][C:50]([NH2:52])=[O:51])[CH2:45][CH2:44]5)=[CH:39][CH:38]=4)=[N:34]3)=[CH:29][CH:28]=2)=[CH:58][CH:57]=1)[CH3:71]. (3) Given the reactants [CH2:1]([O:3][C:4](=[O:14])[CH:5]([C:7]1[CH:12]=[CH:11][C:10]([Cl:13])=[CH:9][CH:8]=1)O)[CH3:2].COCCN(S(F)(F)[F:25])CCOC.C([O-])(O)=O.[Na+], predict the reaction product. The product is: [CH2:1]([O:3][C:4](=[O:14])[CH:5]([C:7]1[CH:12]=[CH:11][C:10]([Cl:13])=[CH:9][CH:8]=1)[F:25])[CH3:2]. (4) Given the reactants [Cl:1][C:2]1[CH:7]=[CH:6][CH:5]=[C:4]([Cl:8])[C:3]=1[N:9]1[C:18]2[C:13](=[C:14]([C:26]3[CH:31]=[CH:30][CH:29]=[CH:28][C:27]=3Cl)[CH:15]=[C:16]([CH:19]3[CH2:24][CH2:23][C:22](=O)[CH2:21][CH2:20]3)[CH:17]=2)[CH2:12][NH:11][C:10]1=[O:33].[ClH:34].[CH3:35][NH:36][CH3:37].C(N(CC)CC)C.[BH-](OC(C)=O)(OC(C)=O)OC(C)=O.[Na+], predict the reaction product. The product is: [Cl:1][C:2]1[CH:7]=[CH:6][CH:5]=[C:4]([Cl:8])[C:3]=1[N:9]1[C:18]2[C:17](=[C:16]([C:19]3[CH:20]=[CH:21][CH:22]=[CH:23][C:24]=3[Cl:34])[CH:15]=[C:14]([CH:26]3[CH2:27][CH2:28][CH:29]([N:36]([CH3:37])[CH3:35])[CH2:30][CH2:31]3)[CH:13]=2)[CH2:12][NH:11][C:10]1=[O:33]. (5) Given the reactants F[C:2]1[CH:7]=[C:6]([C:8]2[CH:13]=[CH:12][N:11]=[C:10]([S:14][CH3:15])[N:9]=2)[CH:5]=[CH:4][N:3]=1.[OH-:16].[Na+], predict the reaction product. The product is: [CH3:15][S:14][C:10]1[N:9]=[C:8]([C:6]2[CH:5]=[CH:4][NH:3][C:2](=[O:16])[CH:7]=2)[CH:13]=[CH:12][N:11]=1. (6) Given the reactants [C:1]([O:9][C@H:10]1[C@@H:16]([O:17][C:18](=[O:25])[C:19]2[CH:24]=[CH:23][CH:22]=[CH:21][CH:20]=2)[C@H:15]([CH2:26][O:27][C:28](=[O:35])[C:29]2[CH:34]=[CH:33][CH:32]=[CH:31][CH:30]=2)[O:14][CH:11]1OC)(=[O:8])[C:2]1[CH:7]=[CH:6][CH:5]=[CH:4][CH:3]=1.C(OC(=O)C)(=O)C.[C:43]([OH:46])(=[O:45])[CH3:44].N1C=CC=CC=1.S(=O)(=O)(O)O, predict the reaction product. The product is: [C:43]([O:46][CH:11]1[O:14][C@@H:15]([CH2:26][O:27][C:28](=[O:35])[C:29]2[CH:34]=[CH:33][CH:32]=[CH:31][CH:30]=2)[C@H:16]([O:17][C:18](=[O:25])[C:19]2[CH:24]=[CH:23][CH:22]=[CH:21][CH:20]=2)[C@@H:10]1[O:9][C:1](=[O:8])[C:2]1[CH:3]=[CH:4][CH:5]=[CH:6][CH:7]=1)(=[O:45])[CH3:44].